From a dataset of NCI-60 drug combinations with 297,098 pairs across 59 cell lines. Regression. Given two drug SMILES strings and cell line genomic features, predict the synergy score measuring deviation from expected non-interaction effect. (1) Drug 2: C1CN(P(=O)(OC1)NCCCl)CCCl. Synergy scores: CSS=3.23, Synergy_ZIP=2.54, Synergy_Bliss=6.43, Synergy_Loewe=2.57, Synergy_HSA=2.40. Drug 1: CN(C)C1=NC(=NC(=N1)N(C)C)N(C)C. Cell line: HL-60(TB). (2) Drug 1: CN(C)N=NC1=C(NC=N1)C(=O)N. Drug 2: N.N.Cl[Pt+2]Cl. Cell line: CCRF-CEM. Synergy scores: CSS=17.2, Synergy_ZIP=-8.69, Synergy_Bliss=-3.90, Synergy_Loewe=-3.29, Synergy_HSA=-2.12.